This data is from P-glycoprotein inhibition data for predicting drug efflux from Broccatelli et al.. The task is: Regression/Classification. Given a drug SMILES string, predict its absorption, distribution, metabolism, or excretion properties. Task type varies by dataset: regression for continuous measurements (e.g., permeability, clearance, half-life) or binary classification for categorical outcomes (e.g., BBB penetration, CYP inhibition). Dataset: pgp_broccatelli. The drug is CC(C)NC[C@@H](O)COc1ccc(Oc2ccccc2)cc1C(=O)CCc1ccccc1. The result is 1 (inhibitor).